This data is from Forward reaction prediction with 1.9M reactions from USPTO patents (1976-2016). The task is: Predict the product of the given reaction. (1) Given the reactants Cl.[CH2:2]=[C:3]1[C:8](=[O:9])[CH:7]2[CH2:10][CH2:11][N:4]1[CH2:5][CH2:6]2.O.[C:13]1([SH:19])[CH:18]=[CH:17][CH:16]=[CH:15][CH:14]=1, predict the reaction product. The product is: [C:13]1([S:19][CH2:2][CH:3]2[C:8](=[O:9])[CH:7]3[CH2:10][CH2:11][N:4]2[CH2:5][CH2:6]3)[CH:18]=[CH:17][CH:16]=[CH:15][CH:14]=1. (2) Given the reactants [C:1]([O:5][C:6](=[O:25])[N:7]([CH2:9][C:10]1[CH:14]=[C:13](Br)[N:12]([S:16]([C:19]2[CH:20]=[N:21][CH:22]=[CH:23][CH:24]=2)(=[O:18])=[O:17])[CH:11]=1)[CH3:8])([CH3:4])([CH3:3])[CH3:2].[C:26]([C:28]1[CH:29]=[C:30](B(O)O)[CH:31]=[CH:32][CH:33]=1)#[N:27].C(=O)([O-])[O-].[Na+].[Na+], predict the reaction product. The product is: [C:1]([O:5][C:6](=[O:25])[N:7]([CH2:9][C:10]1[CH:14]=[C:13]([C:32]2[CH:31]=[CH:30][CH:29]=[C:28]([C:26]#[N:27])[CH:33]=2)[N:12]([S:16]([C:19]2[CH:20]=[N:21][CH:22]=[CH:23][CH:24]=2)(=[O:18])=[O:17])[CH:11]=1)[CH3:8])([CH3:4])([CH3:3])[CH3:2]. (3) Given the reactants [Cl:1][CH2:2][CH2:3][CH2:4][CH2:5][CH2:6][CH2:7][C:8]#[C:9][CH:10](OCC)[O:11]CC.O, predict the reaction product. The product is: [Cl:1][CH2:2][CH2:3][CH2:4][CH2:5][CH2:6][CH2:7][C:8]#[C:9][CH:10]=[O:11]. (4) Given the reactants C1(P(=O)(C2C=CC=CC=2)C2C=CC=CC=2)C=CC=CC=1.FC(F)(F)S(OS(C(F)(F)F)(=O)=O)(=O)=O.C([S:43][CH:44]([CH2:73][N:74]1[CH2:79][CH2:78][O:77][CH2:76][CH2:75]1)[CH2:45][NH:46][C:47]([C:49]1[NH:50][C:51]2[C:56]([CH:57]=1)=[CH:55][C:54]([O:58][C:59]([F:62])([F:61])[F:60])=[CH:53][C:52]=2[N:63]([CH3:72])[S:64]([C:67]1[S:68][CH:69]=[CH:70][CH:71]=1)(=[O:66])=[O:65])=O)C1C=CC=CC=1.CSC, predict the reaction product. The product is: [CH3:72][N:63]([C:52]1[CH:53]=[C:54]([O:58][C:59]([F:62])([F:60])[F:61])[CH:55]=[C:56]2[C:51]=1[NH:50][C:49]([C:47]1[S:43][CH:44]([CH2:73][N:74]3[CH2:79][CH2:78][O:77][CH2:76][CH2:75]3)[CH2:45][N:46]=1)=[CH:57]2)[S:64]([C:67]1[S:68][CH:69]=[CH:70][CH:71]=1)(=[O:65])=[O:66]. (5) Given the reactants C([O:4][C:5]1[CH:10]=[CH:9][C:8]([CH2:11][N:12]2[C:17]3=[N:18][N:19]([CH2:27][C:28]4[C:37]5[C:32](=[CH:33][CH:34]=[CH:35][CH:36]=5)[CH:31]=[CH:30][CH:29]=4)[C:20]([C:21]4[CH:26]=[CH:25][N:24]=[CH:23][CH:22]=4)=[C:16]3[C:15](=[O:38])[N:14]([CH3:39])[C:13]2=[O:40])=[CH:7][CH:6]=1)(=O)C.[Li+].[OH-], predict the reaction product. The product is: [OH:4][C:5]1[CH:6]=[CH:7][C:8]([CH2:11][N:12]2[C:17]3=[N:18][N:19]([CH2:27][C:28]4[C:37]5[C:32](=[CH:33][CH:34]=[CH:35][CH:36]=5)[CH:31]=[CH:30][CH:29]=4)[C:20]([C:21]4[CH:22]=[CH:23][N:24]=[CH:25][CH:26]=4)=[C:16]3[C:15](=[O:38])[N:14]([CH3:39])[C:13]2=[O:40])=[CH:9][CH:10]=1. (6) Given the reactants N#N.[Br:3][C:4]1[CH:9]=[CH:8][CH:7]=[CH:6][C:5]=1[C:10]1O[CH:12]=[N:13][N:14]=1.[C:15]([C:19]1[CH:25]=[CH:24][C:22]([NH2:23])=[CH:21][CH:20]=1)([CH3:18])([CH3:17])[CH3:16].FC(F)(F)C(O)=O.C([O-])([O-])=O.[Na+].[Na+], predict the reaction product. The product is: [Br:3][C:4]1[CH:9]=[CH:8][CH:7]=[CH:6][C:5]=1[C:10]1[N:23]([C:22]2[CH:24]=[CH:25][C:19]([C:15]([CH3:18])([CH3:17])[CH3:16])=[CH:20][CH:21]=2)[CH:12]=[N:13][N:14]=1.